The task is: Regression. Given two drug SMILES strings and cell line genomic features, predict the synergy score measuring deviation from expected non-interaction effect.. This data is from NCI-60 drug combinations with 297,098 pairs across 59 cell lines. Drug 2: CC1C(C(CC(O1)OC2CC(CC3=C2C(=C4C(=C3O)C(=O)C5=C(C4=O)C(=CC=C5)OC)O)(C(=O)CO)O)N)O.Cl. Synergy scores: CSS=22.1, Synergy_ZIP=-2.01, Synergy_Bliss=-2.69, Synergy_Loewe=-24.1, Synergy_HSA=-3.66. Drug 1: C1C(C(OC1N2C=NC3=C2NC=NCC3O)CO)O. Cell line: HCT-15.